From a dataset of Full USPTO retrosynthesis dataset with 1.9M reactions from patents (1976-2016). Predict the reactants needed to synthesize the given product. (1) The reactants are: [CH2:1]([O:8][C:9]1[CH:10]=[CH:11][C:12]([O:24][CH:25]([CH3:27])[CH3:26])=[C:13]([C:15]2[NH:23][C:18]3=[N:19][CH:20]=[CH:21][CH:22]=[C:17]3[N:16]=2)[CH:14]=1)[C:2]1[CH:7]=[CH:6][CH:5]=[CH:4][CH:3]=1.ClC1C=CC=C(C(OO)=[O:36])C=1. Given the product [CH2:1]([O:8][C:9]1[CH:10]=[CH:11][C:12]([O:24][CH:25]([CH3:27])[CH3:26])=[C:13]([C:15]2[NH:23][C:18]3=[N+:19]([O-:36])[CH:20]=[CH:21][CH:22]=[C:17]3[N:16]=2)[CH:14]=1)[C:2]1[CH:7]=[CH:6][CH:5]=[CH:4][CH:3]=1, predict the reactants needed to synthesize it. (2) Given the product [CH3:25][O:26][C:27](=[O:28])[C:29]1[CH:34]=[CH:33][C:32]([CH2:35][N:12]2[CH:13]=[C:9]([C:3]3[CH:4]=[CH:5][C:6]([Cl:8])=[CH:7][C:2]=3[Cl:1])[N:10]=[C:11]2/[CH:14]=[CH:15]/[C:16]2[CH:21]=[CH:20][C:19]([N+:22]([O-:24])=[O:23])=[CH:18][CH:17]=2)=[CH:31][CH:30]=1, predict the reactants needed to synthesize it. The reactants are: [Cl:1][C:2]1[CH:7]=[C:6]([Cl:8])[CH:5]=[CH:4][C:3]=1[C:9]1[N:10]=[C:11](/[CH:14]=[CH:15]/[C:16]2[CH:21]=[CH:20][C:19]([N+:22]([O-:24])=[O:23])=[CH:18][CH:17]=2)[NH:12][CH:13]=1.[CH3:25][O:26][C:27]([C:29]1[CH:34]=[CH:33][C:32]([CH2:35]Br)=[CH:31][CH:30]=1)=[O:28].